Dataset: NCI-60 drug combinations with 297,098 pairs across 59 cell lines. Task: Regression. Given two drug SMILES strings and cell line genomic features, predict the synergy score measuring deviation from expected non-interaction effect. (1) Drug 1: C1=C(C(=O)NC(=O)N1)F. Drug 2: C1=NNC2=C1C(=O)NC=N2. Cell line: NCI-H522. Synergy scores: CSS=9.45, Synergy_ZIP=-4.77, Synergy_Bliss=-0.920, Synergy_Loewe=-2.36, Synergy_HSA=-1.12. (2) Drug 1: CC1CCC2CC(C(=CC=CC=CC(CC(C(=O)C(C(C(=CC(C(=O)CC(OC(=O)C3CCCCN3C(=O)C(=O)C1(O2)O)C(C)CC4CCC(C(C4)OC)OCCO)C)C)O)OC)C)C)C)OC. Drug 2: C1C(C(OC1N2C=NC3=C2NC=NCC3O)CO)O. Cell line: CAKI-1. Synergy scores: CSS=-1.63, Synergy_ZIP=-0.651, Synergy_Bliss=1.17, Synergy_Loewe=-10.5, Synergy_HSA=-2.07. (3) Drug 1: C1CCC(C(C1)N)N.C(=O)(C(=O)[O-])[O-].[Pt+4]. Drug 2: CC1C(C(CC(O1)OC2CC(CC3=C2C(=C4C(=C3O)C(=O)C5=CC=CC=C5C4=O)O)(C(=O)C)O)N)O. Cell line: NCIH23. Synergy scores: CSS=40.0, Synergy_ZIP=-5.33, Synergy_Bliss=-6.32, Synergy_Loewe=-5.47, Synergy_HSA=-4.16. (4) Drug 1: CC1C(C(CC(O1)OC2CC(CC3=C2C(=C4C(=C3O)C(=O)C5=C(C4=O)C(=CC=C5)OC)O)(C(=O)C)O)N)O.Cl. Drug 2: CS(=O)(=O)OCCCCOS(=O)(=O)C. Cell line: SK-MEL-5. Synergy scores: CSS=17.0, Synergy_ZIP=-2.62, Synergy_Bliss=6.51, Synergy_Loewe=-15.8, Synergy_HSA=2.40. (5) Drug 1: CN(C)N=NC1=C(NC=N1)C(=O)N. Drug 2: CC1=C(C(CCC1)(C)C)C=CC(=CC=CC(=CC(=O)O)C)C. Cell line: SF-268. Synergy scores: CSS=-4.58, Synergy_ZIP=6.28, Synergy_Bliss=6.06, Synergy_Loewe=-2.28, Synergy_HSA=-1.35. (6) Synergy scores: CSS=34.3, Synergy_ZIP=-8.66, Synergy_Bliss=-2.85, Synergy_Loewe=-3.43, Synergy_HSA=0.108. Drug 2: CNC(=O)C1=NC=CC(=C1)OC2=CC=C(C=C2)NC(=O)NC3=CC(=C(C=C3)Cl)C(F)(F)F. Cell line: 786-0. Drug 1: C1CCC(CC1)NC(=O)N(CCCl)N=O.